This data is from Peptide-MHC class I binding affinity with 185,985 pairs from IEDB/IMGT. The task is: Regression. Given a peptide amino acid sequence and an MHC pseudo amino acid sequence, predict their binding affinity value. This is MHC class I binding data. (1) The peptide sequence is GRTAQLIGA. The MHC is Mamu-B03 with pseudo-sequence Mamu-B03. The binding affinity (normalized) is 0.136. (2) The peptide sequence is SEGATPQDL. The MHC is HLA-B54:01 with pseudo-sequence HLA-B54:01. The binding affinity (normalized) is 0.